This data is from NCI-60 drug combinations with 297,098 pairs across 59 cell lines. The task is: Regression. Given two drug SMILES strings and cell line genomic features, predict the synergy score measuring deviation from expected non-interaction effect. (1) Drug 1: C1=CC(=CC=C1C#N)C(C2=CC=C(C=C2)C#N)N3C=NC=N3. Drug 2: C1CN(CCN1C(=O)CCBr)C(=O)CCBr. Cell line: MDA-MB-231. Synergy scores: CSS=5.83, Synergy_ZIP=-0.553, Synergy_Bliss=3.73, Synergy_Loewe=2.28, Synergy_HSA=2.39. (2) Drug 1: CC1=C2C(C(=O)C3(C(CC4C(C3C(C(C2(C)C)(CC1OC(=O)C(C(C5=CC=CC=C5)NC(=O)OC(C)(C)C)O)O)OC(=O)C6=CC=CC=C6)(CO4)OC(=O)C)O)C)O. Synergy scores: CSS=3.62, Synergy_ZIP=12.1, Synergy_Bliss=13.3, Synergy_Loewe=13.8, Synergy_HSA=13.7. Cell line: COLO 205. Drug 2: COCCOC1=C(C=C2C(=C1)C(=NC=N2)NC3=CC=CC(=C3)C#C)OCCOC.Cl.